This data is from NCI-60 drug combinations with 297,098 pairs across 59 cell lines. The task is: Regression. Given two drug SMILES strings and cell line genomic features, predict the synergy score measuring deviation from expected non-interaction effect. (1) Drug 1: CC1=C2C(C(=O)C3(C(CC4C(C3C(C(C2(C)C)(CC1OC(=O)C(C(C5=CC=CC=C5)NC(=O)OC(C)(C)C)O)O)OC(=O)C6=CC=CC=C6)(CO4)OC(=O)C)OC)C)OC. Drug 2: CC1CCC2CC(C(=CC=CC=CC(CC(C(=O)C(C(C(=CC(C(=O)CC(OC(=O)C3CCCCN3C(=O)C(=O)C1(O2)O)C(C)CC4CCC(C(C4)OC)OCCO)C)C)O)OC)C)C)C)OC. Cell line: UACC62. Synergy scores: CSS=48.1, Synergy_ZIP=3.06, Synergy_Bliss=2.97, Synergy_Loewe=-5.05, Synergy_HSA=7.07. (2) Drug 1: CC1=C(C=C(C=C1)C(=O)NC2=CC(=CC(=C2)C(F)(F)F)N3C=C(N=C3)C)NC4=NC=CC(=N4)C5=CN=CC=C5. Drug 2: C(CC(=O)O)C(=O)CN.Cl. Cell line: IGROV1. Synergy scores: CSS=7.36, Synergy_ZIP=12.5, Synergy_Bliss=13.1, Synergy_Loewe=2.53, Synergy_HSA=1.71. (3) Drug 1: CCC(=C(C1=CC=CC=C1)C2=CC=C(C=C2)OCCN(C)C)C3=CC=CC=C3.C(C(=O)O)C(CC(=O)O)(C(=O)O)O. Drug 2: C(CN)CNCCSP(=O)(O)O. Cell line: NCI-H226. Synergy scores: CSS=1.56, Synergy_ZIP=-0.207, Synergy_Bliss=2.17, Synergy_Loewe=-3.48, Synergy_HSA=-0.633. (4) Drug 1: C1CC(=O)NC(=O)C1N2CC3=C(C2=O)C=CC=C3N. Drug 2: C1=NC(=NC(=O)N1C2C(C(C(O2)CO)O)O)N. Cell line: UO-31. Synergy scores: CSS=0.970, Synergy_ZIP=-1.62, Synergy_Bliss=-2.46, Synergy_Loewe=-10.7, Synergy_HSA=-3.72. (5) Drug 1: COC1=C2C(=CC3=C1OC=C3)C=CC(=O)O2. Drug 2: CC12CCC3C(C1CCC2OP(=O)(O)O)CCC4=C3C=CC(=C4)OC(=O)N(CCCl)CCCl.[Na+]. Cell line: SN12C. Synergy scores: CSS=-10.5, Synergy_ZIP=4.24, Synergy_Bliss=4.19, Synergy_Loewe=-12.6, Synergy_HSA=-12.1. (6) Drug 1: CN(C)N=NC1=C(NC=N1)C(=O)N. Drug 2: CN(CC1=CN=C2C(=N1)C(=NC(=N2)N)N)C3=CC=C(C=C3)C(=O)NC(CCC(=O)O)C(=O)O. Cell line: U251. Synergy scores: CSS=27.5, Synergy_ZIP=-2.78, Synergy_Bliss=-1.88, Synergy_Loewe=-28.3, Synergy_HSA=-0.947. (7) Cell line: NCI/ADR-RES. Drug 2: COCCOC1=C(C=C2C(=C1)C(=NC=N2)NC3=CC=CC(=C3)C#C)OCCOC.Cl. Synergy scores: CSS=-0.713, Synergy_ZIP=-1.19, Synergy_Bliss=-1.27, Synergy_Loewe=-2.25, Synergy_HSA=-2.05. Drug 1: C1C(C(OC1N2C=C(C(=O)NC2=O)F)CO)O.